The task is: Predict the reactants needed to synthesize the given product.. This data is from Full USPTO retrosynthesis dataset with 1.9M reactions from patents (1976-2016). (1) Given the product [Cl:9][C:10]1[N:11]=[C:12]([C:17]([NH:19][C@@H:20]2[CH2:25][CH2:24][N:23]([C:26]([O:28][C:29]([CH3:32])([CH3:31])[CH3:30])=[O:27])[CH2:22][C@H:21]2[NH:3][CH2:1][CH3:2])=[O:18])[NH:13][C:14]=1[CH2:15][CH3:16], predict the reactants needed to synthesize it. The reactants are: [CH2:1]([NH2:3])[CH3:2].O1CCCC1.[Cl:9][C:10]1[N:11]=[C:12]([C:17]([NH:19][CH:20]2[CH2:25][CH2:24][N:23]([C:26]([O:28][C:29]([CH3:32])([CH3:31])[CH3:30])=[O:27])[CH2:22][C:21]2=O)=[O:18])[NH:13][C:14]=1[CH2:15][CH3:16].C([BH3-])#N.[Na+].C(O)(=O)C. (2) Given the product [C:9]([C:10]1[CH:21]=[CH:20][C:13]([CH2:14][CH2:15][NH:16][C:17](=[O:19])[CH3:18])=[CH:12][CH:11]=1)#[CH:8], predict the reactants needed to synthesize it. The reactants are: [Si]([C:8]#[C:9][C:10]1[CH:21]=[CH:20][C:13]([CH2:14][CH2:15][NH:16][C:17](=[O:19])[CH3:18])=[CH:12][CH:11]=1)(C(C)(C)C)(C)C.CCCC[N+](CCCC)(CCCC)CCCC.[F-].